From a dataset of Forward reaction prediction with 1.9M reactions from USPTO patents (1976-2016). Predict the product of the given reaction. (1) The product is: [Br:1][C:2]1[CH:3]=[C:4]2[C:5](=[CH:6][CH:7]=1)[C:11]([CH3:14])([CH3:12])[CH2:10][CH2:9][CH2:8]2. Given the reactants [Br:1][C:2]1[CH:3]=[C:4]([CH2:8][CH2:9][CH2:10][C:11]([CH3:14])(O)[CH3:12])[CH:5]=[CH:6][CH:7]=1.OS(O)(=O)=O, predict the reaction product. (2) Given the reactants [C:1]([N:4]([CH:6]1[CH2:10][CH2:9][NH:8][CH2:7]1)[CH3:5])(=[O:3])[CH3:2].[CH3:11][O:12][C:13]1[N:14]=[C:15]2[C:20](=[CH:21][CH:22]=1)[N:19]=[CH:18][CH:17]=[C:16]2OS(C(F)(F)F)(=O)=O.C(N(CC)CC)C, predict the reaction product. The product is: [CH3:11][O:12][C:13]1[N:14]=[C:15]2[C:20](=[CH:21][CH:22]=1)[N:19]=[CH:18][CH:17]=[C:16]2[N:8]1[CH2:9][CH2:10][CH:6]([N:4]([CH3:5])[C:1](=[O:3])[CH3:2])[CH2:7]1.